Dataset: Catalyst prediction with 721,799 reactions and 888 catalyst types from USPTO. Task: Predict which catalyst facilitates the given reaction. (1) Reactant: Cl[C:2]1[N:7]=[C:6]([NH:8][CH2:9][CH2:10][CH2:11][O:12][C:13]2[CH:14]=[C:15]3[C:19](=[CH:20][CH:21]=2)[C@H:18]([CH2:22][C:23]([O:25][CH2:26][CH3:27])=[O:24])[CH2:17][CH2:16]3)[CH:5]=[CH:4][C:3]=1[C:28]([F:31])([F:30])[F:29].O1CCOCC1.C([O-])([O-])=O.[Na+].[Na+].[CH3:44][O:45][C:46]1[CH:51]=[CH:50][C:49](B(O)O)=[CH:48][CH:47]=1. Product: [CH3:44][O:45][C:46]1[CH:51]=[CH:50][C:49]([C:2]2[N:7]=[C:6]([NH:8][CH2:9][CH2:10][CH2:11][O:12][C:13]3[CH:14]=[C:15]4[C:19](=[CH:20][CH:21]=3)[C@H:18]([CH2:22][C:23]([O:25][CH2:26][CH3:27])=[O:24])[CH2:17][CH2:16]4)[CH:5]=[CH:4][C:3]=2[C:28]([F:31])([F:30])[F:29])=[CH:48][CH:47]=1. The catalyst class is: 93. (2) Reactant: [Br:1][C:2]1[CH:3]=[C:4]2[C:9](=[CH:10][CH:11]=1)[CH:8]=[C:7]([OH:12])[CH:6]=[CH:5]2.C1C(=O)N([Br:20])C(=O)C1.Cl.C(OCC)(=O)C. The catalyst class is: 21. Product: [Br:20][C:8]1[C:9]2[C:4](=[CH:3][C:2]([Br:1])=[CH:11][CH:10]=2)[CH:5]=[CH:6][C:7]=1[OH:12]. (3) Reactant: [CH:1]1([N:5]2[C:9]([C:10]3[CH:15]=[CH:14][C:13]([OH:16])=[CH:12][CH:11]=3)=[C:8]([CH2:17][CH3:18])[C:7]([C:19]3[CH:24]=[CH:23][C:22]([OH:25])=[CH:21][CH:20]=3)=[N:6]2)[CH2:4][CH2:3][CH2:2]1.[C:26](=O)([O-])[O-].[K+].[K+].COS(OC)(=O)=O. Product: [CH:1]1([N:5]2[C:9]([C:10]3[CH:11]=[CH:12][C:13]([O:16][CH3:26])=[CH:14][CH:15]=3)=[C:8]([CH2:17][CH3:18])[C:7]([C:19]3[CH:20]=[CH:21][C:22]([OH:25])=[CH:23][CH:24]=3)=[N:6]2)[CH2:2][CH2:3][CH2:4]1. The catalyst class is: 21. (4) Reactant: Br[C:2]1[CH:9]=[CH:8][C:5]([C:6]#[N:7])=[C:4]([F:10])[CH:3]=1.[CH:11]([Sn](CCCC)(CCCC)CCCC)=[CH2:12]. Product: [F:10][C:4]1[CH:3]=[C:2]([CH:11]=[CH2:12])[CH:9]=[CH:8][C:5]=1[C:6]#[N:7]. The catalyst class is: 11.